From a dataset of Peptide-MHC class I binding affinity with 185,985 pairs from IEDB/IMGT. Regression. Given a peptide amino acid sequence and an MHC pseudo amino acid sequence, predict their binding affinity value. This is MHC class I binding data. (1) The peptide sequence is ITLWQRPIV. The MHC is HLA-B42:01 with pseudo-sequence HLA-B42:01. The binding affinity (normalized) is 0.547. (2) The peptide sequence is YADHGANQL. The MHC is HLA-A68:02 with pseudo-sequence HLA-A68:02. The binding affinity (normalized) is 0.0847. (3) The peptide sequence is QLFIKDYRY. The MHC is HLA-A11:01 with pseudo-sequence HLA-A11:01. The binding affinity (normalized) is 0.0847. (4) The peptide sequence is GEETIGEAF. The MHC is Mamu-B1001 with pseudo-sequence Mamu-B1001. The binding affinity (normalized) is 0.243.